From a dataset of Reaction yield outcomes from USPTO patents with 853,638 reactions. Predict the reaction yield, written as a fraction of the theoretical maximum amount of product (1.0 means a 100% yield; for example, 0.34 means a 34% yield). (1) The reactants are C1C=CC2N(O)N=NC=2C=1.CCN(C(C)C)C(C)C.[F:20][C:21]1[CH:22]=[C:23]([CH:27]=[CH:28][CH:29]=1)[C:24]([OH:26])=O.CCN=C=NCCCN(C)C.Cl.Cl.[C:43]1([C:61]2[CH:66]=[CH:65][CH:64]=[CH:63][CH:62]=2)[CH:48]=[CH:47][C:46]([NH:49][C:50](=[O:60])[CH2:51][C:52](=[O:59])[N:53]2[CH2:58][CH2:57][NH:56][CH2:55][CH2:54]2)=[CH:45][CH:44]=1. The catalyst is CN(C=O)C.O. The product is [C:43]1([C:61]2[CH:66]=[CH:65][CH:64]=[CH:63][CH:62]=2)[CH:44]=[CH:45][C:46]([NH:49][C:50](=[O:60])[CH2:51][C:52]([N:53]2[CH2:54][CH2:55][N:56]([C:24](=[O:26])[C:23]3[CH:27]=[CH:28][CH:29]=[C:21]([F:20])[CH:22]=3)[CH2:57][CH2:58]2)=[O:59])=[CH:47][CH:48]=1. The yield is 0.980. (2) The reactants are [F:1][C:2]1[CH:3]=[C:4]([NH2:30])[CH:5]=[CH:6][C:7]=1[O:8][C:9]1[C:18]2[C:13](=[CH:14][C:15]([O:21][CH2:22][CH:23]3[CH2:28][CH2:27][N:26]([CH3:29])[CH2:25][CH2:24]3)=[C:16]([O:19][CH3:20])[CH:17]=2)[N:12]=[CH:11][CH:10]=1.CCN(CC)CC.[C:38]([O:43]CC)(=O)[C:39]([NH2:41])=[O:40].[CH2:46](N)[CH2:47][C:48]1[CH:53]=[CH:52][CH:51]=[CH:50][CH:49]=1. The catalyst is C(Cl)Cl. The product is [F:1][C:2]1[CH:3]=[C:4]([NH:30][C:38](=[O:43])[C:39]([NH:41][CH2:46][CH2:47][C:48]2[CH:53]=[CH:52][CH:51]=[CH:50][CH:49]=2)=[O:40])[CH:5]=[CH:6][C:7]=1[O:8][C:9]1[C:18]2[C:13](=[CH:14][C:15]([O:21][CH2:22][CH:23]3[CH2:28][CH2:27][N:26]([CH3:29])[CH2:25][CH2:24]3)=[C:16]([O:19][CH3:20])[CH:17]=2)[N:12]=[CH:11][CH:10]=1. The yield is 0.680. (3) The reactants are [CH3:1][C:2]1[C:3]([CH:13]=[O:14])=[CH:4][NH:5][C:6]=1[C:7]1[CH:12]=[CH:11][CH:10]=[CH:9][CH:8]=1.[H-].[Na+].C1OCCOCCOCCOCCOC1.[CH3:32][O:33][C:34]1[CH:39]=[CH:38][C:37]([O:40][CH3:41])=[CH:36][C:35]=1[S:42](Cl)(=[O:44])=[O:43]. No catalyst specified. The product is [CH3:32][O:33][C:34]1[CH:39]=[CH:38][C:37]([O:40][CH3:41])=[CH:36][C:35]=1[S:42]([N:5]1[C:6]([C:7]2[CH:12]=[CH:11][CH:10]=[CH:9][CH:8]=2)=[C:2]([CH3:1])[C:3]([CH:13]=[O:14])=[CH:4]1)(=[O:43])=[O:44]. The yield is 0.860. (4) The reactants are [C:1]1([CH:7]2[S:12][CH2:11][CH2:10][CH2:9][S:8]2)[CH:6]=[CH:5][CH:4]=[CH:3][CH:2]=1.[CH2:13]([Li])[CH2:14][CH2:15][CH3:16].[CH2:18]1[CH2:22][O:21][CH2:20][CH2:19]1. No catalyst specified. The product is [C:18]1([CH2:19][CH:20]([C:7]2([C:1]3[CH:2]=[CH:3][CH:4]=[CH:5][CH:6]=3)[S:8][CH2:9][CH2:10][CH2:11][S:12]2)[OH:21])[CH:22]=[CH:16][CH:15]=[CH:14][CH:13]=1. The yield is 0.710. (5) The reactants are [CH:1]([C:4]1[CH:5]=[CH:6][CH:7]=[C:8]2[C:12]=1[CH2:11][CH:10]=[CH:9]2)([CH3:3])[CH3:2].[Br:13]N1C(=O)CCC1=O.O.C1(C)C=CC(S(O)(=O)=O)=CC=1. The catalyst is CS(C)=O.C(OCC)C.O. The product is [CH:1]([C:4]1[CH:5]=[CH:6][CH:7]=[C:8]2[C:12]=1[CH2:11][C:10]([Br:13])=[CH:9]2)([CH3:3])[CH3:2]. The yield is 0.970. (6) The reactants are [F:1][C:2]([F:22])([O:8][C:9]1[CH:14]=[C:13]([F:15])[C:12]([N+:16]([O-])=O)=[CH:11][C:10]=1[N+:19]([O-])=O)[C:3]([N:5]([CH3:7])[CH3:6])=[O:4].CO.C1CCCCC1.CCOC(C)=O. The catalyst is C1(C)C=CC=CC=1.[Pd]. The product is [F:22][C:2]([F:1])([O:8][C:9]1[CH:14]=[C:13]([F:15])[C:12]([NH2:16])=[CH:11][C:10]=1[NH2:19])[C:3]([N:5]([CH3:7])[CH3:6])=[O:4]. The yield is 0.810.